Dataset: Full USPTO retrosynthesis dataset with 1.9M reactions from patents (1976-2016). Task: Predict the reactants needed to synthesize the given product. Given the product [F:23][C:19]1[CH:18]=[C:17]([CH:22]=[CH:21][CH:20]=1)[CH2:16][C:2]([CH3:1])([C:7]([O:9][CH3:10])=[O:8])[C:3]([O:5][CH3:6])=[O:4], predict the reactants needed to synthesize it. The reactants are: [CH3:1][CH:2]([C:7]([O:9][CH3:10])=[O:8])[C:3]([O:5][CH3:6])=[O:4].N#N.[H-].[Na+].Br[CH2:16][C:17]1[CH:22]=[CH:21][CH:20]=[C:19]([F:23])[CH:18]=1.